Dataset: Forward reaction prediction with 1.9M reactions from USPTO patents (1976-2016). Task: Predict the product of the given reaction. (1) Given the reactants [CH:1]1([N:6]2[CH2:14][C:11]3([CH2:13][CH2:12]3)[C:10](=[O:15])[N:9]([CH3:16])[C:8]3[CH:17]=[N:18][C:19]([NH:21][C:22]4[CH:30]=[CH:29][C:25]([C:26]([OH:28])=O)=[CH:24][CH:23]=4)=[N:20][C:7]2=3)[CH2:5][CH2:4][CH2:3][CH2:2]1.ON1C2C=CC=CC=2N=N1.F[P-](F)(F)(F)(F)F.CN(C(N(C)C)=[N+]1C2C=CC=CC=2[N+]([O-])=N1)C.C(N(C(C)C)C(C)C)C.[NH2:74][CH:75]1[CH2:80][CH2:79][N:78]([CH3:81])[CH2:77][CH2:76]1, predict the reaction product. The product is: [CH:1]1([N:6]2[CH2:14][C:11]3([CH2:13][CH2:12]3)[C:10](=[O:15])[N:9]([CH3:16])[C:8]3[CH:17]=[N:18][C:19]([NH:21][C:22]4[CH:30]=[CH:29][C:25]([C:26]([NH:74][CH:75]5[CH2:80][CH2:79][N:78]([CH3:81])[CH2:77][CH2:76]5)=[O:28])=[CH:24][CH:23]=4)=[N:20][C:7]2=3)[CH2:5][CH2:4][CH2:3][CH2:2]1. (2) Given the reactants O[C:2]1[C:3]([N+:12]([O-:14])=[O:13])=[C:4]([CH:8]=[CH:9][C:10]=1[CH3:11])[C:5]([OH:7])=[O:6].[C:15]([O-])([O-])=O.[K+].[K+].CI.C(Cl)Cl.[CH3:26][OH:27], predict the reaction product. The product is: [CH3:26][O:27][C:2]1[C:3]([N+:12]([O-:14])=[O:13])=[C:4]([CH:8]=[CH:9][C:10]=1[CH3:11])[C:5]([O:7][CH3:15])=[O:6]. (3) Given the reactants C([NH:5][C:6]([C:8]1[C:9]([NH:15][CH:16]2[CH2:21][CH2:20][CH2:19][CH2:18][CH2:17]2)=[N:10][C:11]([Cl:14])=[N:12][CH:13]=1)=O)(C)(C)C, predict the reaction product. The product is: [Cl:14][C:11]1[N:10]=[C:9]([NH:15][CH:16]2[CH2:21][CH2:20][CH2:19][CH2:18][CH2:17]2)[C:8]([C:6]#[N:5])=[CH:13][N:12]=1. (4) Given the reactants [CH3:1][N:2]([CH2:10][CH2:11][CH2:12][CH2:13][CH:14]([C:26]1[CH:31]=[CH:30][CH:29]=[CH:28][CH:27]=1)[O:15][C:16]1[CH:21]=[CH:20][C:19]([C:22]([F:25])([F:24])[F:23])=[CH:18][CH:17]=1)C(=O)OC(C)(C)C.C(OCC)(=O)C.Cl.C(=O)([O-])O.[Na+], predict the reaction product. The product is: [CH3:1][NH:2][CH2:10][CH2:11][CH2:12][CH2:13][CH:14]([C:26]1[CH:31]=[CH:30][CH:29]=[CH:28][CH:27]=1)[O:15][C:16]1[CH:21]=[CH:20][C:19]([C:22]([F:25])([F:24])[F:23])=[CH:18][CH:17]=1. (5) The product is: [CH3:39][N:40]([O:41][CH3:42])[C:15]([C:14]1[CH:13]=[CH:12][N:11]=[CH:10][C:9]=1[CH3:8])=[O:17]. Given the reactants CCN(CC)CC.[CH3:8][C:9]1[CH:10]=[N:11][CH:12]=[CH:13][C:14]=1[C:15]([OH:17])=O.CCN=C=NCCCN(C)C.C1C=CC2N(O)N=NC=2C=1.[CH3:39][NH:40][O:41][CH3:42].Cl, predict the reaction product. (6) Given the reactants [CH2:1]([O:3][C:4](=[O:17])[CH:5]([C:14](=O)[CH3:15])[C:6](=O)[CH2:7][O:8][C:9]([CH3:12])([CH3:11])[CH3:10])[CH3:2].O.[NH2:19][NH2:20].C([O-])(O)=O.[Na+].C(OCC)(=O)C, predict the reaction product. The product is: [C:9]([O:8][CH2:7][C:6]1[C:5]([C:4]([O:3][CH2:1][CH3:2])=[O:17])=[C:14]([CH3:15])[NH:20][N:19]=1)([CH3:12])([CH3:11])[CH3:10]. (7) Given the reactants [C:1]([C:3]1[CH:21]=[CH:20][C:6]([CH2:7][NH:8][C:9]([C:11]2[N:16]=[CH:15][N:14]=[C:13](C(O)=O)[CH:12]=2)=[O:10])=[CH:5][CH:4]=1)#[N:2].C1(P(N=[N+]=[N-])(C2C=CC=CC=2)=[O:29])C=CC=CC=1.C([N:41]([CH2:44]C)CC)C.[C:46]([OH:50])([CH3:49])([CH3:48])[CH3:47], predict the reaction product. The product is: [C:1]([C:3]1[CH:4]=[CH:5][C:6]([CH2:7][NH:8][C:9]([C:11]2[N:16]=[CH:15][N:14]=[C:13]([NH:41][C:44](=[O:29])[O:50][C:46]([CH3:49])([CH3:48])[CH3:47])[CH:12]=2)=[O:10])=[CH:20][CH:21]=1)#[N:2].